This data is from Serine/threonine kinase 33 screen with 319,792 compounds. The task is: Binary Classification. Given a drug SMILES string, predict its activity (active/inactive) in a high-throughput screening assay against a specified biological target. (1) The compound is O(C(=O)c1c(n(c(c1)C)c1ccccc1)C)CC(=O)N. The result is 0 (inactive). (2) The molecule is O1CCN(CC1)C(=O)n1nc(c(CN2C(=O)c3c(C2=O)cccc3)c1C)C. The result is 0 (inactive). (3) The drug is O=C(N1CCCN(CC1)c1ncc([N+]([O-])=O)cc1)Nc1ccc(C(C)(C)C)cc1. The result is 0 (inactive). (4) The molecule is Brc1cc(S(=O)(=O)NCCC(=O)Nc2cc(OC)cc(OC)c2)c(nc1)N. The result is 0 (inactive). (5) The drug is S(=O)(=O)(Nc1c(c(ccc1)C(OC)=O)C)c1cc(C(=O)N2CCOCC2)c(OC)cc1. The result is 0 (inactive). (6) The molecule is Clc1c(N\N=C(\Sc2c3ncccc3ccc2)C(=O)C)ccc(Cl)c1. The result is 0 (inactive). (7) The compound is O=C(NCCN1CCCCC1)c1ccc(oc1)=O. The result is 0 (inactive).